From a dataset of Reaction yield outcomes from USPTO patents with 853,638 reactions. Predict the reaction yield, written as a fraction of the theoretical maximum amount of product (1.0 means a 100% yield; for example, 0.34 means a 34% yield). The reactants are [NH2:1][C:2]1[CH:10]=[C:6]([C:7]([OH:9])=[O:8])[C:5]([OH:11])=[CH:4][CH:3]=1.C(N(CC)CC)C.[F:19][C:20]1[C:27]([F:28])=[C:26]([C:29]([F:32])([F:31])[F:30])[C:25]([F:33])=[C:24]([F:34])[C:21]=1[CH2:22]Br. The catalyst is CN(C=O)C. The product is [OH:11][C:5]1[CH:4]=[CH:3][C:2]([NH:1][CH2:22][C:21]2[C:24]([F:34])=[C:25]([F:33])[C:26]([C:29]([F:30])([F:32])[F:31])=[C:27]([F:28])[C:20]=2[F:19])=[CH:10][C:6]=1[C:7]([OH:9])=[O:8]. The yield is 0.640.